This data is from Forward reaction prediction with 1.9M reactions from USPTO patents (1976-2016). The task is: Predict the product of the given reaction. (1) Given the reactants Cl.Cl.[CH2:3]([NH:10][NH2:11])[C:4]1[CH:9]=[CH:8][CH:7]=[CH:6][CH:5]=1.NN, predict the reaction product. The product is: [CH2:3]([N:10]1[C:3]([NH2:10])=[CH:4][C:5]([CH3:6])=[N:11]1)[C:4]1[CH:9]=[CH:8][CH:7]=[CH:6][CH:5]=1. (2) Given the reactants [Cl:1][C:2]1[CH:3]=[CH:4][C:5]([N:8]2[CH:12]=[C:11]([CH2:13][CH2:14][CH2:15][OH:16])[C:10]([CH:17]([CH2:20][CH3:21])[CH2:18][CH3:19])=[N:9]2)=[N:6][CH:7]=1.[CH2:22]([C:24]1[C:25](O)=[C:26]([CH2:30][C:31]([O:33][CH3:34])=[O:32])[CH:27]=[CH:28][CH:29]=1)[CH3:23].C(P(CCCC)CCCC)CCC.N(C(N1CCCCC1)=O)=NC(N1CCCCC1)=O, predict the reaction product. The product is: [Cl:1][C:2]1[CH:3]=[CH:4][C:5]([N:8]2[CH:12]=[C:11]([CH2:13][CH2:14][CH2:15][O:16][C:25]3[C:24]([CH2:22][CH3:23])=[CH:29][CH:28]=[CH:27][C:26]=3[CH2:30][C:31]([O:33][CH3:34])=[O:32])[C:10]([CH:17]([CH2:20][CH3:21])[CH2:18][CH3:19])=[N:9]2)=[N:6][CH:7]=1.